Predict which catalyst facilitates the given reaction. From a dataset of Catalyst prediction with 721,799 reactions and 888 catalyst types from USPTO. (1) Reactant: [O:1]=[C:2]1[CH2:11][CH2:10][CH2:9][C:8]2[C:7]([C:12]([OH:14])=O)=[CH:6][CH:5]=[CH:4][C:3]1=2.[CH2:15]([O:17][C:18]([C:20]1([NH2:29])[CH2:28][C:27]2[C:22](=[CH:23][CH:24]=[CH:25][CH:26]=2)[CH2:21]1)=[O:19])[CH3:16].CN(C(ON1N=NC2C=CC=NC1=2)=[N+](C)C)C.F[P-](F)(F)(F)(F)F.CCN(C(C)C)C(C)C. Product: [CH2:15]([O:17][C:18]([C:20]1([NH:29][C:12]([C:7]2[C:8]3[CH2:9][CH2:10][CH2:11][C:2](=[O:1])[C:3]=3[CH:4]=[CH:5][CH:6]=2)=[O:14])[CH2:28][C:27]2[C:22](=[CH:23][CH:24]=[CH:25][CH:26]=2)[CH2:21]1)=[O:19])[CH3:16]. The catalyst class is: 3. (2) Reactant: F[C:2]1[CH:10]=[N:9][CH:8]=[CH:7][C:3]=1[C:4]([OH:6])=[O:5].[Cl:11][C:12]1[CH:18]=[CH:17][C:15]([NH2:16])=[CH:14][CH:13]=1.[Li+].C[Si]([N-][Si](C)(C)C)(C)C. Product: [Cl:11][C:12]1[CH:18]=[CH:17][C:15]([NH:16][C:2]2[CH:10]=[N:9][CH:8]=[CH:7][C:3]=2[C:4]([OH:6])=[O:5])=[CH:14][CH:13]=1. The catalyst class is: 1. (3) Reactant: [CH:1]([C:3]1[CH:10]=[CH:9][C:6]([C:7]#[N:8])=[CH:5][CH:4]=1)=O.[NH:11]1[CH2:14][CH:13]([C:15]([OH:17])=[O:16])[CH2:12]1.C(O)(=O)C.C(O[BH-](OC(=O)C)OC(=O)C)(=O)C.[Na+]. Product: [C:7]([C:6]1[CH:9]=[CH:10][C:3]([CH2:1][N:11]2[CH2:14][CH:13]([C:15]([OH:17])=[O:16])[CH2:12]2)=[CH:4][CH:5]=1)#[N:8]. The catalyst class is: 98. (4) Product: [CH2:43]([O:42][C:40](=[O:41])[CH2:39][O:31][C:5]1[CH:6]=[CH:7][C:8]2[C:9]([CH2:13][CH2:14][C:15]3[N:16]=[C:17]([C:23]4[CH:28]=[CH:27][C:26]([Cl:29])=[CH:25][C:24]=4[Cl:30])[O:18][C:19]=3[CH:20]([CH3:22])[CH3:21])=[N:10][O:11][C:12]=2[C:4]=1[CH2:1][CH:2]=[CH2:3])[CH3:44]. The catalyst class is: 21. Reactant: [CH2:1]([C:4]1[C:12]2[O:11][N:10]=[C:9]([CH2:13][CH2:14][C:15]3[N:16]=[C:17]([C:23]4[CH:28]=[CH:27][C:26]([Cl:29])=[CH:25][C:24]=4[Cl:30])[O:18][C:19]=3[CH:20]([CH3:22])[CH3:21])[C:8]=2[CH:7]=[CH:6][C:5]=1[OH:31])[CH:2]=[CH2:3].C(=O)([O-])[O-].[K+].[K+].Br[CH2:39][C:40]([O:42][CH2:43][CH3:44])=[O:41]. (5) The catalyst class is: 95. Reactant: [C:1]([O:5][C:6]([NH:8][C@@H:9]([CH2:23][C@H:24]([CH2:28][O:29][CH2:30][C:31]1[CH:36]=[CH:35][CH:34]=[CH:33][CH:32]=1)[CH:25]([CH3:27])[CH3:26])[CH:10]([OH:22])[CH2:11][NH:12][C:13](=[O:21])[C:14]([CH3:20])([CH3:19])[CH2:15][CH2:16][CH2:17][CH3:18])=[O:7])([CH3:4])([CH3:3])[CH3:2].CO[C:39](OC)([CH3:41])[CH3:40].B(F)(F)F.CCOCC.C(N(CC)CC)C. Product: [CH3:20][C:14]([CH3:19])([CH2:15][CH2:16][CH2:17][CH3:18])[C:13]([NH:12][CH2:11][CH:10]1[O:22][C:39]([CH3:41])([CH3:40])[N:8]([C:6]([O:5][C:1]([CH3:4])([CH3:3])[CH3:2])=[O:7])[C@H:9]1[CH2:23][C@H:24]([CH2:28][O:29][CH2:30][C:31]1[CH:32]=[CH:33][CH:34]=[CH:35][CH:36]=1)[CH:25]([CH3:27])[CH3:26])=[O:21].